Dataset: Forward reaction prediction with 1.9M reactions from USPTO patents (1976-2016). Task: Predict the product of the given reaction. (1) Given the reactants [CH2:1]([O:3][C:4]1[CH:5]=[C:6]([C:13](=[O:19])[CH2:14][CH2:15][C:16]([OH:18])=O)[CH:7]=[CH:8][C:9]=1[O:10][CH2:11][CH3:12])[CH3:2].[Br:20][C:21]1[CH:30]=[C:29]2[C:24]([C:25]([C:32]3[CH:37]=[CH:36][CH:35]=[CH:34][CH:33]=3)=[CH:26][C:27]([NH2:31])=[N:28]2)=[CH:23][CH:22]=1.CCN=C=NCCCN(C)C.C1C=CC2N(O)N=NC=2C=1, predict the reaction product. The product is: [Br:20][C:21]1[CH:30]=[C:29]2[C:24]([C:25]([C:32]3[CH:37]=[CH:36][CH:35]=[CH:34][CH:33]=3)=[CH:26][C:27]([NH:31][C:16](=[O:18])[CH2:15][CH2:14][C:13]([C:6]3[CH:7]=[CH:8][C:9]([O:10][CH2:11][CH3:12])=[C:4]([O:3][CH2:1][CH3:2])[CH:5]=3)=[O:19])=[N:28]2)=[CH:23][CH:22]=1. (2) Given the reactants [NH2:1][C:2]1[S:3][CH:4]=[CH:5][C:6]=1[C:7]([O:9][CH3:10])=[O:8].[Cl:11][C:12]1[CH:17]=[CH:16][C:15]([N:18]=[C:19]=[S:20])=[CH:14][CH:13]=1, predict the reaction product. The product is: [Cl:11][C:12]1[CH:17]=[CH:16][C:15]([NH:18][C:19]([NH:1][C:2]2[S:3][CH:4]=[CH:5][C:6]=2[C:7]([O:9][CH3:10])=[O:8])=[S:20])=[CH:14][CH:13]=1. (3) Given the reactants Br[C:2]1[CH:11]=[CH:10][CH:9]=[C:8]2[C:3]=1[CH:4]=[C:5]([Cl:12])[N:6]=[CH:7]2.CC([O-])=O.[K+].C(Cl)Cl.[B:21]1([B:21]2[O:25][C:24]([CH3:27])([CH3:26])[C:23]([CH3:29])([CH3:28])[O:22]2)[O:25][C:24]([CH3:27])([CH3:26])[C:23]([CH3:29])([CH3:28])[O:22]1, predict the reaction product. The product is: [Cl:12][C:5]1[N:6]=[CH:7][C:8]2[C:3]([CH:4]=1)=[C:2]([B:21]1[O:25][C:24]([CH3:27])([CH3:26])[C:23]([CH3:29])([CH3:28])[O:22]1)[CH:11]=[CH:10][CH:9]=2. (4) Given the reactants Cl[C:2]1[CH:11]=[CH:10][C:9]2[C:4](=[C:5]([F:12])[CH:6]=[CH:7][CH:8]=2)[N:3]=1.[N:13]1[N:14]=[CH:15][N:16]2[CH:21]=[CH:20][CH:19]=[CH:18][C:17]=12.C([O-])([O-])=O.[Cs+].[Cs+], predict the reaction product. The product is: [N:13]1[N:14]=[C:15]([C:2]2[CH:11]=[CH:10][C:9]3[C:4](=[C:5]([F:12])[CH:6]=[CH:7][CH:8]=3)[N:3]=2)[N:16]2[CH:21]=[CH:20][CH:19]=[CH:18][C:17]=12.